From a dataset of Reaction yield outcomes from USPTO patents with 853,638 reactions. Predict the reaction yield, written as a fraction of the theoretical maximum amount of product (1.0 means a 100% yield; for example, 0.34 means a 34% yield). (1) The reactants are Br[C:2]1[CH:3]=[C:4]([S:12]([NH:15][C:16]2[CH:25]=[CH:24][C:19]([C:20]([O:22][CH3:23])=[O:21])=[C:18]([OH:26])[CH:17]=2)(=[O:14])=[O:13])[CH:5]=[C:6]([C:8]([F:11])([F:10])[F:9])[CH:7]=1.[F:27][C:28]1[CH:29]=[CH:30][C:31]([OH:37])=[C:32](B(O)O)[CH:33]=1. No catalyst specified. The product is [F:27][C:28]1[CH:33]=[CH:32][C:31]([OH:37])=[C:30]([C:2]2[CH:7]=[C:6]([C:8]([F:11])([F:9])[F:10])[CH:5]=[C:4]([S:12]([NH:15][C:16]3[CH:25]=[CH:24][C:19]([C:20]([O:22][CH3:23])=[O:21])=[C:18]([OH:26])[CH:17]=3)(=[O:13])=[O:14])[CH:3]=2)[CH:29]=1. The yield is 0.790. (2) The reactants are [CH3:1][O:2][C:3](=[O:16])[CH:4]=[CH:5][C:6]1[CH:11]=[CH:10][CH:9]=[C:8]([S:12](Cl)(=[O:14])=[O:13])[CH:7]=1.[NH2:17][C:18]1[C:27]2[C:22](=[CH:23][CH:24]=[CH:25][CH:26]=2)[CH:21]=[CH:20][CH:19]=1.C([O-])(O)=O.[Na+]. The catalyst is O1CCOCC1.O. The product is [CH3:1][O:2][C:3](=[O:16])[CH:4]=[CH:5][C:6]1[CH:11]=[CH:10][CH:9]=[C:8]([S:12](=[O:14])(=[O:13])[NH:17][C:18]2[C:27]3[C:22](=[CH:23][CH:24]=[CH:25][CH:26]=3)[CH:21]=[CH:20][CH:19]=2)[CH:7]=1. The yield is 0.510. (3) The reactants are COC1C=C(OC)C=CC=1S(NC1C=CC(C2SC(CCC(O)=O)=NC=2)=CC=1)(=O)=O.[CH3:31][O:32][C:33]1[CH:38]=[C:37]([O:39][CH3:40])[CH:36]=[CH:35][C:34]=1[S:41]([NH:44][C:45]1[CH:50]=[CH:49][C:48]([C:51]2[S:55][C:54]([CH2:56][C:57]([CH3:64])([CH3:63])[CH2:58][C:59]([O:61]C)=[O:60])=[N:53][CH:52]=2)=[CH:47][CH:46]=1)(=[O:43])=[O:42]. No catalyst specified. The product is [CH3:31][O:32][C:33]1[CH:38]=[C:37]([O:39][CH3:40])[CH:36]=[CH:35][C:34]=1[S:41]([NH:44][C:45]1[CH:50]=[CH:49][C:48]([C:51]2[S:55][C:54]([CH2:56][C:57]([CH3:64])([CH3:63])[CH2:58][C:59]([OH:61])=[O:60])=[N:53][CH:52]=2)=[CH:47][CH:46]=1)(=[O:42])=[O:43]. The yield is 0.720. (4) The reactants are F[C:2]1[CH:7]=[CH:6][C:5]([S:8]([CH3:11])(=[O:10])=[O:9])=[CH:4][C:3]=1[C:12]1[C:13]2[CH:22]=[CH:21][N:20](S(C3C=CC(C)=CC=3)(=O)=O)[C:14]=2[C:15](=[O:19])[N:16]([CH3:18])[CH:17]=1.[F:33][C:34]1[CH:39]=[C:38]([F:40])[CH:37]=[CH:36][C:35]=1[OH:41].C(=O)([O-])[O-].[Cs+].[Cs+]. The catalyst is CS(C)=O. The product is [F:33][C:34]1[CH:39]=[C:38]([F:40])[CH:37]=[CH:36][C:35]=1[O:41][C:2]1[CH:7]=[CH:6][C:5]([S:8]([CH3:11])(=[O:10])=[O:9])=[CH:4][C:3]=1[C:12]1[C:13]2[CH:22]=[CH:21][NH:20][C:14]=2[C:15](=[O:19])[N:16]([CH3:18])[CH:17]=1. The yield is 0.790. (5) The reactants are [CH2:1]([O:8][C:9]1[CH:10]=[C:11]2[C:15](=[CH:16][CH:17]=1)[NH:14][CH:13]=[CH:12]2)[C:2]1[CH:7]=[CH:6][CH:5]=[CH:4][CH:3]=1.[H-].[Na+].I[CH3:21].O. The catalyst is CN(C=O)C. The product is [CH2:1]([O:8][C:9]1[CH:10]=[C:11]2[C:15](=[CH:16][CH:17]=1)[N:14]([CH3:21])[CH:13]=[CH:12]2)[C:2]1[CH:3]=[CH:4][CH:5]=[CH:6][CH:7]=1. The yield is 0.900. (6) The reactants are [Br:1][C:2]1[CH:7]=[C:6]([I:8])[CH:5]=[C:4]([CH2:9]Cl)[CH:3]=1.[K][N:12]1[C:20](=[O:21])[C:19]2[C:14](=[CH:15][CH:16]=[CH:17][CH:18]=2)[C:13]1=[O:22]. The catalyst is CN(C=O)C.O. The product is [Br:1][C:2]1[CH:3]=[C:4]([CH2:9][N:12]2[C:20](=[O:21])[C:19]3[C:14](=[CH:15][CH:16]=[CH:17][CH:18]=3)[C:13]2=[O:22])[CH:5]=[C:6]([I:8])[CH:7]=1. The yield is 0.940. (7) The reactants are [OH-].[Na+].[NH2:3][C:4]1[CH:13]=[CH:12][C:7]([C:8]([O:10]C)=[O:9])=[CH:6][C:5]=1[Cl:14].Cl. The catalyst is CO. The product is [NH2:3][C:4]1[CH:13]=[CH:12][C:7]([C:8]([OH:10])=[O:9])=[CH:6][C:5]=1[Cl:14]. The yield is 0.946. (8) The reactants are S(=O)(=O)(O)O.Cl.[C:7]1([CH3:15])[CH:12]=[CH:11][C:10]([NH:13]N)=[CH:9][CH:8]=1.[CH3:16][N:17]1[CH2:22][CH2:21][CH2:20][CH2:19][C:18]1=O. The catalyst is O1CCOCC1. The product is [CH3:16][N:17]1[CH2:22][CH2:21][C:20]2[NH:13][C:10]3[CH:9]=[CH:8][C:7]([CH3:15])=[CH:12][C:11]=3[C:19]=2[CH2:18]1. The yield is 0.520. (9) The reactants are [Cl:1][C:2]1[CH:7]=[CH:6][C:5]([NH:8][NH2:9])=[C:4]([CH3:10])[CH:3]=1.[C:11]([O:16][CH2:17][CH3:18])(=[O:15])[C:12]([CH3:14])=O.C([O-])(O)=O.[Na+]. The catalyst is C(O)(=O)C. The product is [CH2:17]([O:16][C:11](=[O:15])[C:12](=[N:9][NH:8][C:5]1[CH:6]=[CH:7][C:2]([Cl:1])=[CH:3][C:4]=1[CH3:10])[CH3:14])[CH3:18]. The yield is 0.970. (10) The reactants are [CH2:1]([O:5][C:6]1[CH:7]=[CH:8][C:9]([C:12]([OH:14])=O)=[N:10][CH:11]=1)[C:2]#[C:3][CH3:4].[CH3:15][C:16]1[C:17]([NH2:31])=[N:18][C:19]2([C:29]3[C:24](=[CH:25][CH:26]=[C:27]([NH2:30])[CH:28]=3)[O:23][CH2:22][CH2:21]2)[N:20]=1. No catalyst specified. The product is [NH2:31][C:17]1[C:16]([CH3:15])=[N:20][C:19]2([C:29]3[C:24](=[CH:25][CH:26]=[C:27]([NH:30][C:12](=[O:14])[C:9]4[CH:8]=[CH:7][C:6]([O:5][CH2:1][C:2]#[C:3][CH3:4])=[CH:11][N:10]=4)[CH:28]=3)[O:23][CH2:22][CH2:21]2)[N:18]=1. The yield is 0.160.